This data is from Full USPTO retrosynthesis dataset with 1.9M reactions from patents (1976-2016). The task is: Predict the reactants needed to synthesize the given product. Given the product [CH:1]1([N:7]2[CH2:12][CH2:11][N:10]([CH2:13][CH2:14][CH2:15][CH:16]3[C:25]4[C:20](=[C:21]([O:29][CH3:30])[CH:22]=[CH:23][C:24]=4[NH2:26])[CH2:19][CH2:18][CH2:17]3)[CH2:9][CH2:8]2)[CH2:6][CH2:5][CH2:4][CH2:3][CH2:2]1, predict the reactants needed to synthesize it. The reactants are: [CH:1]1([N:7]2[CH2:12][CH2:11][N:10]([CH2:13][CH2:14][CH2:15][CH:16]3[C:25]4[C:20](=[C:21]([O:29][CH3:30])[CH:22]=[CH:23][C:24]=4[N+:26]([O-])=O)[CH2:19][CH2:18][CH2:17]3)[CH2:9][CH2:8]2)[CH2:6][CH2:5][CH2:4][CH2:3][CH2:2]1.Cl[Sn]Cl.[OH-].[Na+].